This data is from Forward reaction prediction with 1.9M reactions from USPTO patents (1976-2016). The task is: Predict the product of the given reaction. (1) Given the reactants [Al+3].[Cl-].[Cl-].[Cl-].[Na+].[I-].[NH2:7][C:8]1[C:13]([Cl:14])=[CH:12][C:11]([C:15](=[O:31])[CH2:16][CH2:17][CH:18]2[CH2:23][CH2:22][N:21]([CH2:24][CH:25]3[CH2:30][CH2:29][CH2:28][CH2:27][CH2:26]3)[CH2:20][CH2:19]2)=[C:10]([O:32]C)[CH:9]=1, predict the reaction product. The product is: [NH2:7][C:8]1[C:13]([Cl:14])=[CH:12][C:11]([C:15](=[O:31])[CH2:16][CH2:17][CH:18]2[CH2:19][CH2:20][N:21]([CH2:24][CH:25]3[CH2:26][CH2:27][CH2:28][CH2:29][CH2:30]3)[CH2:22][CH2:23]2)=[C:10]([OH:32])[CH:9]=1. (2) The product is: [Cl:22][C:16]1[CH:17]=[C:18]([Cl:21])[CH:19]=[CH:20][C:15]=1[C:13]1[N:14]=[C:10](/[CH:9]=[CH:8]/[C:5]2[CH:6]=[CH:7][C:2]([C:29]#[C:28][CH2:27][CH2:26][C:25]([OH:30])=[O:24])=[CH:3][CH:4]=2)[NH:11][CH:12]=1. Given the reactants Br[C:2]1[CH:7]=[CH:6][C:5](/[CH:8]=[CH:9]/[C:10]2[NH:11][CH:12]=[C:13]([C:15]3[CH:20]=[CH:19][C:18]([Cl:21])=[CH:17][C:16]=3[Cl:22])[N:14]=2)=[CH:4][CH:3]=1.C[O:24][C:25](=[O:30])[CH2:26][CH2:27][C:28]#[CH:29], predict the reaction product. (3) Given the reactants COC1C=CC(C2C(C)(C)CC3C(=CC=C(OC)C=3)C2)=C(N)C=1.Cl.[N:25]1([CH2:32][CH2:33][O:34][C:35]2[CH:43]=[CH:42][C:38]([C:39](O)=O)=[CH:37][CH:36]=2)[CH2:31][CH2:30][CH2:29][CH2:28][CH2:27][CH2:26]1.N1(CCOC2C=C[C:57]([CH2:58][NH:59][C:60]3[CH:65]=[C:64]([O:66][CH3:67])[CH:63]=[CH:62][C:61]=3[CH:68]3[C:77]([CH3:79])([CH3:78])[CH2:76][C:75]4[C:70](=[CH:71][CH:72]=[C:73]([O:80][CH3:81])[CH:74]=4)[CH2:69]3)=CC=2)CCCCCC1, predict the reaction product. The product is: [N:25]1([CH2:32][CH2:33][O:34][C:35]2[CH:43]=[CH:42][C:38]([CH2:39][N:59]([CH2:58][CH3:57])[C:60]3[CH:65]=[C:64]([O:66][CH3:67])[CH:63]=[CH:62][C:61]=3[CH:68]3[C:77]([CH3:79])([CH3:78])[CH2:76][C:75]4[C:70](=[CH:71][CH:72]=[C:73]([O:80][CH3:81])[CH:74]=4)[CH2:69]3)=[CH:37][CH:36]=2)[CH2:31][CH2:30][CH2:29][CH2:28][CH2:27][CH2:26]1. (4) Given the reactants [CH2:1]([O:3][C:4](=[O:21])[CH:5]([O:18][CH2:19][CH3:20])[CH2:6][C:7]1[C:16]2[CH2:15][CH2:14][CH2:13][CH2:12][C:11]=2[C:10]([OH:17])=[CH:9][CH:8]=1)[CH3:2].C(OC(CC1C2SC=CC=2C(O[CH2:40][CH2:41][C:42]2[N:43]=[C:44]([C:48]3[CH:53]=[CH:52][C:51]([F:54])=[CH:50][C:49]=3[O:55][CH2:56][CH3:57])[O:45][C:46]=2[CH3:47])=CC=1)C(O)=O)C.C1(P(C2C=CC=CC=2)C2C=CC=CC=2)C=CC=CC=1.N(C(OCC)=O)=NC(OCC)=O, predict the reaction product. The product is: [CH2:1]([O:3][C:4](=[O:21])[CH:5]([O:18][CH2:19][CH3:20])[CH2:6][C:7]1[C:16]2[CH2:15][CH2:14][CH2:13][CH2:12][C:11]=2[C:10]([O:17][CH2:40][CH2:41][C:42]2[N:43]=[C:44]([C:48]3[CH:53]=[CH:52][C:51]([F:54])=[CH:50][C:49]=3[O:55][CH2:56][CH3:57])[O:45][C:46]=2[CH3:47])=[CH:9][CH:8]=1)[CH3:2].